Dataset: Full USPTO retrosynthesis dataset with 1.9M reactions from patents (1976-2016). Task: Predict the reactants needed to synthesize the given product. (1) Given the product [CH3:1][O:2][C:3](=[O:33])[C:4]1[CH:9]=[C:8]([O:10][C:11]2[CH:16]=[CH:15][C:14]([NH2:17])=[C:13]([CH2:20][CH3:21])[CH:12]=2)[CH:7]=[CH:6][C:5]=1[NH:22][S:23]([C:26]1[CH:27]=[CH:28][C:29]([CH3:32])=[CH:30][CH:31]=1)(=[O:25])=[O:24], predict the reactants needed to synthesize it. The reactants are: [CH3:1][O:2][C:3](=[O:33])[C:4]1[CH:9]=[C:8]([O:10][C:11]2[CH:16]=[CH:15][C:14]([N+:17]([O-])=O)=[C:13]([CH:20]=[CH2:21])[CH:12]=2)[CH:7]=[CH:6][C:5]=1[NH:22][S:23]([C:26]1[CH:31]=[CH:30][C:29]([CH3:32])=[CH:28][CH:27]=1)(=[O:25])=[O:24].[H][H]. (2) Given the product [C:58]1([P:51](=[O:13])([C:45]2[CH:46]=[CH:47][CH:48]=[CH:49][CH:50]=2)[C:52]2[CH:57]=[CH:56][CH:55]=[CH:54][CH:53]=2)[CH:59]=[CH:60][CH:61]=[CH:62][CH:63]=1, predict the reactants needed to synthesize it. The reactants are: N1C2NCCCC=2C=CC=1CC(N)[OH:13].CCOC(/N=N/C(OCC)=O)=O.CC1(C)[C@H](C2C=CC(O)=CC=2)[C@@H]1CC(OCC)=O.[C:45]1([P:51]([C:58]2[CH:63]=[CH:62][CH:61]=[CH:60][CH:59]=2)[C:52]2[CH:57]=[CH:56][CH:55]=[CH:54][CH:53]=2)[CH:50]=[CH:49][CH:48]=[CH:47][CH:46]=1.